Dataset: Catalyst prediction with 721,799 reactions and 888 catalyst types from USPTO. Task: Predict which catalyst facilitates the given reaction. (1) Reactant: [CH3:1][O:2][C:3]1[CH:8]=[CH:7][C:6]([CH2:9][N:10]2[C:15](=[O:16])[C:14](/[CH:17]=[CH:18]/[C:19]([O:21][CH2:22][CH2:23][CH2:24][CH3:25])=[O:20])=[CH:13][C:12]([O:26]CC3C=CC(OC)=CC=3)=[N:11]2)=[CH:5][CH:4]=1.O1CCOCC1. Product: [CH3:1][O:2][C:3]1[CH:8]=[CH:7][C:6]([CH2:9][N:10]2[C:15](=[O:16])[C:14]([CH2:17][CH2:18][C:19]([O:21][CH2:22][CH2:23][CH2:24][CH3:25])=[O:20])=[CH:13][C:12](=[O:26])[NH:11]2)=[CH:5][CH:4]=1. The catalyst class is: 29. (2) Reactant: C(O)=O.[NH2:4][CH2:5][CH2:6][C:7]1[CH:30]=[CH:29][C:10]([NH:11][CH:12]2[CH2:17][CH2:16][N:15]([C:18]([NH:20][CH2:21][CH2:22][CH2:23][C:24]3[S:25][CH:26]=[CH:27][CH:28]=3)=[O:19])[CH2:14][CH2:13]2)=[CH:9][CH:8]=1.C([Si]([O:48][C:49]1[CH:54]=[CH:53][C:52]([O:55][CH2:56][CH:57]2[CH2:59][O:58]2)=[CH:51][CH:50]=1)(C1C=CC=CC=1)C1C=CC=CC=1)(C)(C)C. Product: [S:25]1[CH:26]=[CH:27][CH:28]=[C:24]1[CH2:23][CH2:22][CH2:21][NH:20][C:18]([N:15]1[CH2:16][CH2:17][CH:12]([NH:11][C:10]2[CH:9]=[CH:8][C:7]([CH2:6][CH2:5][NH:4][CH2:59][C@H:57]([OH:58])[CH2:56][O:55][C:52]3[CH:53]=[CH:54][C:49]([OH:48])=[CH:50][CH:51]=3)=[CH:30][CH:29]=2)[CH2:13][CH2:14]1)=[O:19]. The catalyst class is: 147. (3) Reactant: [CH:1]1[CH:6]=[C:5]2[C:7]([CH:10]=O)=[CH:8][S:9][C:4]2=[CH:3][CH:2]=1.[C:12]([NH:15][CH2:16][C:17]([OH:19])=[O:18])(=O)[CH3:13].C([O-])(=O)C.[Na+]. Product: [S:9]1[C:4]2[CH:3]=[CH:2][CH:1]=[CH:6][C:5]=2[C:7](/[CH:10]=[C:16]2\[N:15]=[C:12]([CH3:13])[O:19][C:17]\2=[O:18])=[CH:8]1. The catalyst class is: 152. (4) Reactant: CN(C(ON1N=NC2C=CC=NC1=2)=[N+](C)C)C.F[P-](F)(F)(F)(F)F.[CH3:25][C:26]1[CH:32]=[CH:31][C:29]([NH2:30])=[CH:28][C:27]=1[N:33]1[C:40]2[N:36]([N:37]=[C:38]([C:41]3[S:45][CH:44]=[N:43][CH:42]=3)[CH:39]=2)[CH:35]=[CH:34]1.[CH3:46][S:47]([C:50]1[CH:51]=[C:52]([CH:56]=[C:57]([S:59]([F:64])([F:63])([F:62])([F:61])[F:60])[CH:58]=1)[C:53](O)=[O:54])(=[O:49])=[O:48]. Product: [CH3:46][S:47]([C:50]1[CH:51]=[C:52]([CH:56]=[C:57]([S:59]([F:64])([F:60])([F:61])([F:62])[F:63])[CH:58]=1)[C:53]([NH:30][C:29]1[CH:31]=[CH:32][C:26]([CH3:25])=[C:27]([N:33]2[C:40]3[N:36]([N:37]=[C:38]([C:41]4[S:45][CH:44]=[N:43][CH:42]=4)[CH:39]=3)[CH:35]=[CH:34]2)[CH:28]=1)=[O:54])(=[O:49])=[O:48]. The catalyst class is: 3. (5) Reactant: Cl[C:2]1[CH:7]=[C:6]([Cl:8])[N:5]=[C:4]([O:9][C@H:10]([CH3:14])[CH2:11][O:12][CH3:13])[N:3]=1.Cl.[CH3:16][N:17]([CH3:36])[CH2:18][CH2:19][O:20][C:21]1[CH:22]=[CH:23][C:24]([C:33]([NH2:35])=[O:34])=[N:25][C:26]=1[CH:27]1[CH2:32][CH2:31][NH:30][CH2:29][CH2:28]1.CCN(C(C)C)C(C)C.CCOC(C)=O. Product: [Cl:8][C:6]1[N:5]=[C:4]([O:9][C@H:10]([CH3:14])[CH2:11][O:12][CH3:13])[N:3]=[C:2]([N:30]2[CH2:29][CH2:28][CH:27]([C:26]3[N:25]=[C:24]([C:33]([NH2:35])=[O:34])[CH:23]=[CH:22][C:21]=3[O:20][CH2:19][CH2:18][N:17]([CH3:36])[CH3:16])[CH2:32][CH2:31]2)[CH:7]=1. The catalyst class is: 5. (6) Reactant: C(O[BH-](O[C:11](=O)[CH3:12])OC(=O)C)(=O)C.[Na+].[C:15](O)(=O)C.[C:19]([O:23][C:24]([N:26]1[C:34]2[C:29](=[CH:30][C:31]([C:35]3[CH:40]=[CH:39][C:38]([F:41])=[C:37]([CH2:42][NH:43][CH2:44][CH2:45][N:46]([C:48]([O:50][C:51]([CH3:54])([CH3:53])[CH3:52])=[O:49])[CH3:47])[CH:36]=3)=[CH:32][CH:33]=2)[CH:28]=[N:27]1)=[O:25])([CH3:22])([CH3:21])[CH3:20].[F:55][C:56]1[CH:63]=CC(C=O)=[CH:58][CH:57]=1. Product: [C:19]([O:23][C:24]([N:26]1[C:34]2[C:29](=[CH:30][C:31]([C:35]3[CH:40]=[CH:39][C:38]([F:41])=[C:37]([CH2:42][N:43]([CH2:44][CH2:45][N:46]([C:48]([O:50][C:51]([CH3:54])([CH3:53])[CH3:52])=[O:49])[CH3:47])[CH2:15][C:11]4[CH:12]=[CH:58][CH:57]=[C:56]([F:55])[CH:63]=4)[CH:36]=3)=[CH:32][CH:33]=2)[CH:28]=[N:27]1)=[O:25])([CH3:21])([CH3:22])[CH3:20]. The catalyst class is: 701. (7) Reactant: [O-]CC.[Na+].[C:5]([O:13]CC)(=O)[CH2:6][C:7]([O:9][CH2:10][CH3:11])=[O:8].[N:16]([CH2:19][C:20]1[CH:25]=[C:24]([C:26]([F:29])([F:28])[F:27])[CH:23]=[C:22]([C:30]([F:33])([F:32])[F:31])[CH:21]=1)=[N+:17]=[N-:18]. Product: [CH2:10]([O:9][C:7]([C:6]1[N:18]=[N:17][N:16]([CH2:19][C:20]2[CH:21]=[C:22]([C:30]([F:33])([F:32])[F:31])[CH:23]=[C:24]([C:26]([F:27])([F:28])[F:29])[CH:25]=2)[C:5]=1[OH:13])=[O:8])[CH3:11]. The catalyst class is: 8. (8) Reactant: [CH:1]1([C:4]2[CH:5]=[CH:6][C:7]3[C:13](=[O:14])[N:12]([C:15]4[CH:22]=[CH:21][CH:20]=[C:19]([C:23]5[CH:28]=[C:27]([NH:29][C:30]6[CH:35]=[CH:34][C:33]([C:36]([N:38]7[CH2:43][CH2:42][O:41][CH2:40][CH2:39]7)=[O:37])=[CH:32][N:31]=6)[C:26](=[O:44])[N:25]([CH3:45])[CH:24]=5)[C:16]=4[CH:17]=[O:18])[CH2:11][CH2:10][NH:9][C:8]=3[CH:46]=2)[CH2:3][CH2:2]1.C(O)C.[BH4-].[Na+]. Product: [CH:1]1([C:4]2[CH:5]=[CH:6][C:7]3[C:13](=[O:14])[N:12]([C:15]4[CH:22]=[CH:21][CH:20]=[C:19]([C:23]5[CH:28]=[C:27]([NH:29][C:30]6[CH:35]=[CH:34][C:33]([C:36]([N:38]7[CH2:43][CH2:42][O:41][CH2:40][CH2:39]7)=[O:37])=[CH:32][N:31]=6)[C:26](=[O:44])[N:25]([CH3:45])[CH:24]=5)[C:16]=4[CH2:17][OH:18])[CH2:11][CH2:10][NH:9][C:8]=3[CH:46]=2)[CH2:2][CH2:3]1. The catalyst class is: 1. (9) Reactant: Cl[C:2]1[C:3]2[C:4](=[CH:13][N:14](CC3C=CC(OC)=CC=3)[N:15]=2)[N:5]=[C:6]([C:8]2[S:9][CH:10]=[CH:11][CH:12]=2)[N:7]=1.[CH3:25][N:26]1[C:35]2[C:30](=[CH:31][CH:32]=[C:33]([NH2:36])[CH:34]=2)[CH2:29][CH2:28][CH2:27]1.Cl. Product: [CH3:25][N:26]1[C:35]2[C:30](=[CH:31][CH:32]=[C:33]([NH:36][C:2]3[C:3]4[NH:15][N:14]=[CH:13][C:4]=4[N:5]=[C:6]([C:8]4[S:9][CH:10]=[CH:11][CH:12]=4)[N:7]=3)[CH:34]=2)[CH2:29][CH2:28][CH2:27]1. The catalyst class is: 71.